The task is: Predict the product of the given reaction.. This data is from Forward reaction prediction with 1.9M reactions from USPTO patents (1976-2016). (1) The product is: [C@H:25]12[CH2:31][C@H:28]([NH:29][CH2:30]1)[CH2:27][N:26]2[C:2]1[N:7]=[CH:6][C:5]([C:8]2[N:13]3[N:14]=[C:15]([C:17]4[CH:22]=[CH:21][N:20]=[CH:19][CH:18]=4)[CH:16]=[C:12]3[N:11]=[CH:10][CH:9]=2)=[CH:4][CH:3]=1. Given the reactants Br[C:2]1[N:7]=[CH:6][C:5]([C:8]2[N:13]3[N:14]=[C:15]([C:17]4[CH:22]=[CH:21][N:20]=[CH:19][CH:18]=4)[CH:16]=[C:12]3[N:11]=[CH:10][CH:9]=2)=[CH:4][CH:3]=1.Br.Br.[C@H:25]12[CH2:31][C@H:28]([NH:29][CH2:30]1)[CH2:27][NH:26]2, predict the reaction product. (2) Given the reactants [Cl:1][C:2]1[CH:28]=[CH:27][C:5]2[N:6]=[C:7]([NH:9][CH:10]3[CH2:14][CH2:13][N:12]([C:15]([C:17]4[C:22]([O:23][CH3:24])=[CH:21][CH:20]=[CH:19][C:18]=4[O:25][CH3:26])=[O:16])[CH2:11]3)[O:8][C:4]=2[CH:3]=1.CI.[C:31]([O-])([O-])=O.[K+].[K+], predict the reaction product. The product is: [Cl:1][C:2]1[CH:28]=[CH:27][C:5]2[N:6]=[C:7]([N:9]([CH3:31])[C@@H:10]3[CH2:14][CH2:13][N:12]([C:15]([C:17]4[C:18]([O:25][CH3:26])=[CH:19][CH:20]=[CH:21][C:22]=4[O:23][CH3:24])=[O:16])[CH2:11]3)[O:8][C:4]=2[CH:3]=1.